This data is from Full USPTO retrosynthesis dataset with 1.9M reactions from patents (1976-2016). The task is: Predict the reactants needed to synthesize the given product. (1) Given the product [O:12]([C:13]1[CH:18]=[C:17]([CH2:19][OH:20])[CH:16]=[C:15]([CH3:24])[C:14]=1[CH2:25][C:26]1[CH:31]=[CH:30][C:29]([CH2:32][CH3:33])=[CH:28][CH:27]=1)[C@@H:11]1[O:34][C@H:35]([C@@H:56]([CH3:66])[OH:57])[C@@H:36]([OH:47])[C@H:37]([OH:38])[C@H:10]1[OH:9], predict the reactants needed to synthesize it. The reactants are: C([O:9][C@@H:10]1[C@@H:37]([O:38]C(=O)C2C=CC=CC=2)[C@H:36]([O:47]C(=O)C2C=CC=CC=2)[C@@H:35]([C@@H:56]([CH3:66])[O:57]C(=O)C2C=CC=CC=2)[O:34][C@H:11]1[O:12][C:13]1[CH:18]=[C:17]([CH2:19][O:20]C(=O)C)[CH:16]=[C:15]([CH3:24])[C:14]=1[CH2:25][C:26]1[CH:31]=[CH:30][C:29]([CH2:32][CH3:33])=[CH:28][CH:27]=1)(=O)C1C=CC=CC=1.C(=O)([O-])[O-].[K+].[K+]. (2) Given the product [ClH:1].[ClH:1].[CH:21]1([N:18]2[CH2:19][CH2:20][CH:15]([CH2:14][C:11]3[N:10]=[C:9]([C:6]4[CH:7]=[CH:8][C:3]([CH2:2][N:27]([CH3:28])[CH3:26])=[CH:4][CH:5]=4)[O:13][N:12]=3)[CH2:16][CH2:17]2)[CH2:25][CH2:24][CH2:23][CH2:22]1, predict the reactants needed to synthesize it. The reactants are: [Cl:1][CH2:2][C:3]1[CH:8]=[CH:7][C:6]([C:9]2[O:13][N:12]=[C:11]([CH2:14][CH:15]3[CH2:20][CH2:19][N:18]([CH:21]4[CH2:25][CH2:24][CH2:23][CH2:22]4)[CH2:17][CH2:16]3)[N:10]=2)=[CH:5][CH:4]=1.[CH3:26][NH:27][CH3:28]. (3) Given the product [N:1]1[CH:6]=[CH:5][CH:4]=[C:3]([O:7][C:8]2[CH:9]=[C:10]([CH:11]=[CH:12][CH:13]=2)[NH2:14])[CH:2]=1, predict the reactants needed to synthesize it. The reactants are: [N:1]1[CH:6]=[CH:5][CH:4]=[C:3]([O:7][C:8]2[CH:9]=[C:10]([N+:14]([O-])=O)[CH:11]=[CH:12][CH:13]=2)[CH:2]=1. (4) Given the product [Cl:30][C:19]1[C:20]([C:22]2[C:27]([CH3:28])=[CH:26][C:25]([CH3:29])=[CH:24][N:23]=2)=[CH:21][C:16]([N:7]2[CH2:8][CH2:9][N:4]3[CH:3]=[C:2]([NH:10][C:11](=[O:14])[CH2:12][CH3:13])[N:1]=[C:5]3[CH2:6]2)=[N:17][CH:18]=1, predict the reactants needed to synthesize it. The reactants are: [N:1]1[C:2]([NH:10][C:11](=[O:14])[CH2:12][CH3:13])=[CH:3][N:4]2[CH2:9][CH2:8][NH:7][CH2:6][C:5]=12.Cl[C:16]1[CH:21]=[C:20]([C:22]2[C:27]([CH3:28])=[CH:26][C:25]([CH3:29])=[CH:24][N:23]=2)[C:19]([Cl:30])=[CH:18][N:17]=1.[F-].[Cs+]. (5) Given the product [CH3:17][C:14]1[N:13]=[C:12]([NH:18][C:19]2[C:24]([CH3:25])=[CH:23][C:22]([CH3:26])=[CH:21][C:20]=2[CH3:27])[C:11]([S:8]([C:5]2[CH:6]=[CH:7][C:2]([N:28]3[CH2:33][CH2:32][O:31][CH2:30][CH2:29]3)=[CH:3][CH:4]=2)(=[O:10])=[O:9])=[CH:16][N:15]=1, predict the reactants needed to synthesize it. The reactants are: F[C:2]1[CH:7]=[CH:6][C:5]([S:8]([C:11]2[C:12]([NH:18][C:19]3[C:24]([CH3:25])=[CH:23][C:22]([CH3:26])=[CH:21][C:20]=3[CH3:27])=[N:13][C:14]([CH3:17])=[N:15][CH:16]=2)(=[O:10])=[O:9])=[CH:4][CH:3]=1.[NH:28]1[CH2:33][CH2:32][O:31][CH2:30][CH2:29]1. (6) Given the product [CH3:25][N:9]1[C:8]2=[CH:7][N:6]([CH2:5][O:32][CH2:31][CH2:30][Si:27]([CH3:29])([CH3:28])[CH3:26])[CH:14]=[C:13]2[C:12](=[O:22])[N:11]([CH3:23])[C:10]1=[O:24], predict the reactants needed to synthesize it. The reactants are: [H-].[Na+].NC[CH2:5][N:6]1[C:14](C2C=CC=C(Cl)C=2)=[C:13]2[C:8]([N:9]([CH3:25])[C:10](=[O:24])[N:11]([CH3:23])[C:12]2=[O:22])=[CH:7]1.[CH3:26][Si:27]([CH2:30][CH2:31][O:32]CCl)([CH3:29])[CH3:28].